This data is from Catalyst prediction with 721,799 reactions and 888 catalyst types from USPTO. The task is: Predict which catalyst facilitates the given reaction. (1) Reactant: Br[CH2:2][CH2:3][O:4][C:5]1[CH:11]=[CH:10][C:8]([NH2:9])=[C:7]([N+:12]([O-:14])=[O:13])[CH:6]=1.[CH3:15][NH:16][CH3:17]. Product: [CH3:15][N:16]([CH3:17])[CH2:2][CH2:3][O:4][C:5]1[CH:11]=[CH:10][C:8]([NH2:9])=[C:7]([N+:12]([O-:14])=[O:13])[CH:6]=1. The catalyst class is: 1. (2) Reactant: [Cl:1][CH2:2][C:3]1[N:4]=[C:5]2[CH:13]=[CH:12][C:11]([F:14])=[CH:10][N:6]2[C:7](=[O:9])[CH:8]=1.[Br:15]N1C(=O)CCC1=O.C(O)(=O)C. Product: [Br:15][C:8]1[C:7](=[O:9])[N:6]2[CH:10]=[C:11]([F:14])[CH:12]=[CH:13][C:5]2=[N:4][C:3]=1[CH2:2][Cl:1]. The catalyst class is: 6. (3) Reactant: C(OC(=O)[NH:7][C:8]([CH3:38])([CH3:37])[C:9]([N:11]1[CH2:14][CH:13]([C:15]2[CH:36]=[CH:35][C:18]3[C:19]4[N:20]=[C:21]([C:27]5[N:28]([CH:32]([CH3:34])[CH3:33])[N:29]=[CH:30][N:31]=5)[S:22][C:23]=4[CH2:24][CH2:25][O:26][C:17]=3[CH:16]=2)[CH2:12]1)=[O:10])(C)(C)C.C(O)(C(F)(F)F)=O. Product: [NH2:7][C:8]([CH3:38])([CH3:37])[C:9]([N:11]1[CH2:12][CH:13]([C:15]2[CH:36]=[CH:35][C:18]3[C:19]4[N:20]=[C:21]([C:27]5[N:28]([CH:32]([CH3:34])[CH3:33])[N:29]=[CH:30][N:31]=5)[S:22][C:23]=4[CH2:24][CH2:25][O:26][C:17]=3[CH:16]=2)[CH2:14]1)=[O:10]. The catalyst class is: 2.